Dataset: Reaction yield outcomes from USPTO patents with 853,638 reactions. Task: Predict the reaction yield, written as a fraction of the theoretical maximum amount of product (1.0 means a 100% yield; for example, 0.34 means a 34% yield). (1) The product is [F:1][C:2]1[CH:7]=[CH:6][C:5]([C:8]2[C:16]3[C:15]([O:17][CH2:18][CH2:19][CH2:20][O:21][C:22]4[CH:23]=[C:24]([NH:25][C:41]([CH:38]5[CH2:40][CH2:39]5)=[O:42])[CH:26]=[CH:27][CH:28]=4)=[N:14][CH:13]=[N:12][C:11]=3[S:10][CH:9]=2)=[CH:4][CH:3]=1. The catalyst is ClCCl. The reactants are [F:1][C:2]1[CH:7]=[CH:6][C:5]([C:8]2[C:16]3[C:15]([O:17][CH2:18][CH2:19][CH2:20][O:21][C:22]4[CH:23]=[C:24]([CH:26]=[CH:27][CH:28]=4)[NH2:25])=[N:14][CH:13]=[N:12][C:11]=3[S:10][CH:9]=2)=[CH:4][CH:3]=1.C(N(C(C)C)CC)(C)C.[CH:38]1([C:41](Cl)=[O:42])[CH2:40][CH2:39]1. The yield is 1.00. (2) The reactants are [C:1]([NH:4][C:5]1[CH:10]=[CH:9][C:8]([S:11](Cl)(=[O:13])=[O:12])=[CH:7][CH:6]=1)(=[O:3])[CH3:2].[CH3:15][N:16]1[CH2:21][CH2:20][NH:19][CH2:18][CH2:17]1.C(N(CC)CC)C.O. The catalyst is C(Cl)Cl. The product is [CH3:15][N:16]1[CH2:21][CH2:20][N:19]([S:11]([C:8]2[CH:9]=[CH:10][C:5]([NH:4][C:1](=[O:3])[CH3:2])=[CH:6][CH:7]=2)(=[O:13])=[O:12])[CH2:18][CH2:17]1. The yield is 0.410. (3) The reactants are [NH2:1][C:2]1[C:11]([F:12])=[C:10](F)[C:9]([O:14][CH3:15])=[C:8]2[C:3]=1[C:4](=[O:22])[C:5]([C:19]([OH:21])=[O:20])=[CH:6][N:7]2[CH:16]1[CH2:18][CH2:17]1.[NH2:23][CH2:24][CH2:25][NH:26][C:27]1[CH:32]=[CH:31][C:30]([C:33]([O:35][CH2:36][CH3:37])=[O:34])=[CH:29][N:28]=1.C(N(CC)CC)C.O. The catalyst is CS(C)=O. The product is [NH2:1][C:2]1[C:11]([F:12])=[C:10]([NH:23][CH2:24][CH2:25][NH:26][C:27]2[CH:32]=[CH:31][C:30]([C:33]([O:35][CH2:36][CH3:37])=[O:34])=[CH:29][N:28]=2)[C:9]([O:14][CH3:15])=[C:8]2[C:3]=1[C:4](=[O:22])[C:5]([C:19]([OH:21])=[O:20])=[CH:6][N:7]2[CH:16]1[CH2:18][CH2:17]1. The yield is 0.500. (4) The reactants are [CH2:1]([O:3][C:4]1[CH:5]=[C:6]([C@H:12]([N:18]2[C:26](=[O:27])[C:25]3[C:20](=[CH:21][CH:22]=[CH:23][C:24]=3[NH:28][C:29]([CH:31]3[CH2:33][CH2:32]3)=[O:30])[CH2:19]2)[CH2:13][C:14](=[O:17])[NH:15][OH:16])[CH:7]=[CH:8][C:9]=1[O:10][CH3:11])[CH3:2].[CH:34]1([C:37](Cl)=[O:38])[CH2:36][CH2:35]1. The catalyst is C(#N)C. The product is [CH:34]1([C:37]([O:16][NH:15][C:14]([CH2:13][C@@H:12]([N:18]2[C:26](=[O:27])[C:25]3[C:20](=[CH:21][CH:22]=[CH:23][C:24]=3[NH:28][C:29]([CH:31]3[CH2:33][CH2:32]3)=[O:30])[CH2:19]2)[C:6]2[CH:7]=[CH:8][C:9]([O:10][CH3:11])=[C:4]([O:3][CH2:1][CH3:2])[CH:5]=2)=[O:17])=[O:38])[CH2:36][CH2:35]1. The yield is 0.660. (5) The reactants are C(OC([NH:11][C@@H:12]([CH2:20][C:21]1[CH:26]=[CH:25][C:24]([O:27][CH2:28][CH2:29][CH2:30][C:31]([O:33][CH2:34][CH3:35])=[O:32])=[CH:23][CH:22]=1)[C:13]([O:15][C:16]([CH3:19])([CH3:18])[CH3:17])=[O:14])=O)C1C=CC=CC=1.Cl.[H][H]. The catalyst is CO.[OH-].[OH-].[Pd+2]. The product is [NH2:11][C@@H:12]([CH2:20][C:21]1[CH:22]=[CH:23][C:24]([O:27][CH2:28][CH2:29][CH2:30][C:31]([O:33][CH2:34][CH3:35])=[O:32])=[CH:25][CH:26]=1)[C:13]([O:15][C:16]([CH3:18])([CH3:19])[CH3:17])=[O:14]. The yield is 0.900.